From a dataset of Forward reaction prediction with 1.9M reactions from USPTO patents (1976-2016). Predict the product of the given reaction. (1) Given the reactants [CH3:1][C:2]1[O:3][C:4]([C:8]2[C:9]([O:16]C)=[N:10][C:11]([O:14]C)=[N:12][CH:13]=2)=[C:5]([CH3:7])[N:6]=1, predict the reaction product. The product is: [CH3:1][C:2]1[O:3][C:4]([C:8]2[C:9](=[O:16])[NH:10][C:11](=[O:14])[NH:12][CH:13]=2)=[C:5]([CH3:7])[N:6]=1. (2) The product is: [CH2:29]([C:31]1[O:28][N:27]=[C:1]([C:3]2[CH:4]=[C:5]([N:9]3[CH2:18][C@H:17]4[N:13]([CH2:14][CH2:15][CH2:16]4)[C:12]4[N:19]=[C:20]([S:23][CH3:24])[N:21]=[CH:22][C:11]=4[C:10]3=[O:25])[CH:6]=[CH:7][CH:8]=2)[N:2]=1)[CH3:30]. Given the reactants [C:1]([C:3]1[CH:4]=[C:5]([N:9]2[CH2:18][C@H:17]3[N:13]([CH2:14][CH2:15][CH2:16]3)[C:12]3[N:19]=[C:20]([S:23][CH3:24])[N:21]=[CH:22][C:11]=3[C:10]2=[O:25])[CH:6]=[CH:7][CH:8]=1)#[N:2].Cl.[NH2:27][OH:28].[CH:29](N(CC)C(C)C)([CH3:31])[CH3:30].C(Cl)(=O)CC, predict the reaction product. (3) Given the reactants [CH:1]1([C:7]([OH:9])=[O:8])[CH2:6][CH2:5][CH:4]=[CH:3][CH2:2]1.C(N(CC)CC)C.[CH2:17](Br)[C:18]1[CH:23]=[CH:22][CH:21]=[CH:20][CH:19]=1.O, predict the reaction product. The product is: [CH:1]1([C:7]([O:9][CH2:17][C:18]2[CH:23]=[CH:22][CH:21]=[CH:20][CH:19]=2)=[O:8])[CH2:6][CH2:5][CH:4]=[CH:3][CH2:2]1. (4) Given the reactants [CH3:1][O:2][C:3]1[CH:4]=[C:5]([CH:12]([CH3:18])[C:13]([O:15][CH2:16][CH3:17])=[O:14])[CH:6]=[CH:7][C:8]=1[N+:9]([O-])=O, predict the reaction product. The product is: [NH2:9][C:8]1[CH:7]=[CH:6][C:5]([CH:12]([CH3:18])[C:13]([O:15][CH2:16][CH3:17])=[O:14])=[CH:4][C:3]=1[O:2][CH3:1]. (5) Given the reactants [Cl:1][C:2]1[C:11]2[C:6](=[CH:7][CH:8]=[CH:9][CH:10]=2)[N:5]=[CH:4][CH:3]=1.[NH2:12][C:13]1[CH:21]=[CH:20][C:16]([C:17]([OH:19])=[O:18])=[CH:15][CH:14]=1.Cl, predict the reaction product. The product is: [ClH:1].[N:5]1[C:6]2[C:11](=[CH:10][CH:9]=[CH:8][CH:7]=2)[C:2]([NH:12][C:13]2[CH:21]=[CH:20][C:16]([C:17]([OH:19])=[O:18])=[CH:15][CH:14]=2)=[CH:3][CH:4]=1. (6) Given the reactants C([O:4][C:5]1[CH:10]=[C:9]([C:11]#[N:12])[C:8](Br)=[C:7]([C:14]#[N:15])[C:6]=1[O:16]C(=O)C)(=O)C.[CH3:20][C:21]1[CH:26]=[CH:25][C:24]([CH3:27])=[CH:23][C:22]=1B(O)O, predict the reaction product. The product is: [OH:16][C:6]1[C:5]([OH:4])=[CH:10][C:9]([C:11]#[N:12])=[C:8]([C:22]2[CH:23]=[C:24]([CH3:27])[CH:25]=[CH:26][C:21]=2[CH3:20])[C:7]=1[C:14]#[N:15].